Dataset: Full USPTO retrosynthesis dataset with 1.9M reactions from patents (1976-2016). Task: Predict the reactants needed to synthesize the given product. (1) Given the product [Cl:12][C:13]1[CH:14]=[CH:15][C:16]([CH:19]([C:21]2[CH:26]=[CH:25][C:24]([CH3:27])=[CH:23][C:22]=2[CH3:28])[NH:20][C:9](=[O:11])[CH2:8][C:5]2[CH:4]=[CH:3][C:2]([OH:1])=[CH:7][CH:6]=2)=[CH:17][CH:18]=1, predict the reactants needed to synthesize it. The reactants are: [OH:1][C:2]1[CH:7]=[CH:6][C:5]([CH2:8][C:9]([OH:11])=O)=[CH:4][CH:3]=1.[Cl:12][C:13]1[CH:18]=[CH:17][C:16]([CH:19]([C:21]2[CH:26]=[CH:25][C:24]([CH3:27])=[CH:23][C:22]=2[CH3:28])[NH2:20])=[CH:15][CH:14]=1. (2) Given the product [Cl:15][C:1]1[CH2:6][CH2:5][CH2:4][CH2:3][C:2]=1[CH:11]=[O:12], predict the reactants needed to synthesize it. The reactants are: [C:1]1(=O)[CH2:6][CH2:5][CH2:4][CH2:3][CH2:2]1.CN([CH:11]=[O:12])C.P(Cl)(Cl)([Cl:15])=O.[OH-].[Na+]. (3) Given the product [OH:1][CH:2]1[CH2:3][CH2:4][N:5]([C:8]([N:10]2[CH2:15][CH:14]([C:16]3[CH:21]=[CH:20][C:19]([O:22][C:23]([F:26])([F:24])[F:25])=[CH:18][CH:17]=3)[CH2:13][CH:12]([C:27]3[O:29][N:33]=[C:32]([C:34]4[CH:39]=[N:38][CH:37]=[CH:36][N:35]=4)[N:31]=3)[CH2:11]2)=[O:9])[CH2:6][CH2:7]1, predict the reactants needed to synthesize it. The reactants are: [OH:1][CH:2]1[CH2:7][CH2:6][N:5]([C:8]([N:10]2[CH2:15][CH:14]([C:16]3[CH:21]=[CH:20][C:19]([O:22][C:23]([F:26])([F:25])[F:24])=[CH:18][CH:17]=3)[CH2:13][CH:12]([C:27]([OH:29])=O)[CH2:11]2)=[O:9])[CH2:4][CH2:3]1.O[NH:31][C:32]([C:34]1[CH:39]=[N:38][CH:37]=[CH:36][N:35]=1)=[NH:33]. (4) Given the product [F:11][C:10]1[C:2]([NH:16][C:15]2[CH:17]=[CH:18][C:19]([S:21][CH2:22][CH3:23])=[CH:20][C:14]=2[F:13])=[C:3]([CH:7]=[CH:8][C:9]=1[F:12])[C:4]([OH:6])=[O:5], predict the reactants needed to synthesize it. The reactants are: F[C:2]1[C:10]([F:11])=[C:9]([F:12])[CH:8]=[CH:7][C:3]=1[C:4]([OH:6])=[O:5].[F:13][C:14]1[CH:20]=[C:19]([S:21][CH2:22][CH3:23])[CH:18]=[CH:17][C:15]=1[NH2:16].[Li+].C[Si]([N-][Si](C)(C)C)(C)C. (5) Given the product [NH2:7][CH2:8][C:9]([N:10]1[CH2:14][CH2:13][CH:12]([N:15]2[CH2:16][CH2:17][CH:18]([C:21]3[CH:22]=[CH:23][CH:24]=[CH:25][CH:26]=3)[CH2:19][CH2:20]2)[CH2:11]1)=[O:27], predict the reactants needed to synthesize it. The reactants are: C(OC(=O)[NH:7][CH2:8][C:9](=[O:27])[N:10]1[CH2:14][CH2:13][CH:12]([N:15]2[CH2:20][CH2:19][CH:18]([C:21]3[CH:26]=[CH:25][CH:24]=[CH:23][CH:22]=3)[CH2:17][CH2:16]2)[CH2:11]1)(C)(C)C.C(O)(C(F)(F)F)=O.C1(C)C=CC=CC=1. (6) Given the product [CH3:3][O:4][C:5]1[N:10]=[C:9]([C:11]([OH:19])=[O:1])[CH:8]=[CH:7][C:6]=1[N:13]1[CH:17]=[C:16]([CH3:18])[N:15]=[CH:14]1, predict the reactants needed to synthesize it. The reactants are: [OH-:1].[Li+].[CH3:3][O:4][C:5]1[N:10]=[C:9]([C:11]#N)[CH:8]=[CH:7][C:6]=1[N:13]1[CH:17]=[C:16]([CH3:18])[N:15]=[CH:14]1.[OH2:19]. (7) Given the product [F:29][C:26]1[CH:27]=[C:28]2[C:23](=[CH:24][CH:25]=1)[NH:22][C:21](=[O:30])[C:20]2=[N:19][N:18]=[CH:17][C:14]1[CH:13]=[CH:12][C:11]([C:10]([NH:9][CH2:8][CH2:7][CH2:6][CH2:5][CH2:4][C:3]([OH:32])=[O:2])=[O:31])=[CH:16][CH:15]=1, predict the reactants needed to synthesize it. The reactants are: C[O:2][C:3](=[O:32])[CH2:4][CH2:5][CH2:6][CH2:7][CH2:8][NH:9][C:10](=[O:31])[C:11]1[CH:16]=[CH:15][C:14]([CH:17]=[N:18][N:19]=[C:20]2[C:28]3[C:23](=[CH:24][CH:25]=[C:26]([F:29])[CH:27]=3)[NH:22][C:21]2=[O:30])=[CH:13][CH:12]=1.CO.[Li+].[OH-].Cl.